The task is: Predict the reactants needed to synthesize the given product.. This data is from Full USPTO retrosynthesis dataset with 1.9M reactions from patents (1976-2016). (1) Given the product [CH2:1]1[O:32][C:31]2[CH:30]=[CH:29][C:5]([CH2:6][O:7][C:8](=[O:28])[C@H:9]([NH:13][S:14]([C:17]3[C:22]([CH3:23])=[CH:21][C:20]([O:24][CH3:25])=[C:19]([CH3:26])[C:18]=3[CH3:27])(=[O:16])=[O:15])[C@@H:10]([O:12][Si:40]([CH2:43][CH3:44])([CH2:41][CH3:42])[CH2:38][CH3:39])[CH3:11])=[CH:4][C:3]=2[O:2]1, predict the reactants needed to synthesize it. The reactants are: [CH2:1]1[O:32][C:31]2[CH:30]=[CH:29][C:5]([CH2:6][O:7][C:8](=[O:28])[C@H:9]([NH:13][S:14]([C:17]3[C:22]([CH3:23])=[CH:21][C:20]([O:24][CH3:25])=[C:19]([CH3:26])[C:18]=3[CH3:27])(=[O:16])=[O:15])[C@@H:10]([OH:12])[CH3:11])=[CH:4][C:3]=2[O:2]1.N1C=CN=C1.[CH2:38]([Si:40](Cl)([CH2:43][CH3:44])[CH2:41][CH3:42])[CH3:39]. (2) Given the product [Br:1][C:2]1[CH:7]=[CH:6][C:5](/[C:8](=[N:22]\[O:23][CH2:24][CH3:25])/[CH:9]2[CH2:10][CH2:11][N:12]([C:15]3([CH3:21])[CH2:20][CH2:19][N:18]([C:37]([C:33]4[CH:32]=[C:31]5[C:36]([C:27]([Cl:26])=[CH:28][CH:29]=[N:30]5)=[CH:35][CH:34]=4)=[O:38])[CH2:17][CH2:16]3)[CH2:13][CH2:14]2)=[CH:4][CH:3]=1, predict the reactants needed to synthesize it. The reactants are: [Br:1][C:2]1[CH:7]=[CH:6][C:5](/[C:8](=[N:22]\[O:23][CH2:24][CH3:25])/[CH:9]2[CH2:14][CH2:13][N:12]([C:15]3([CH3:21])[CH2:20][CH2:19][NH:18][CH2:17][CH2:16]3)[CH2:11][CH2:10]2)=[CH:4][CH:3]=1.[Cl:26][C:27]1[C:36]2[C:31](=[CH:32][C:33]([C:37](O)=[O:38])=[CH:34][CH:35]=2)[N:30]=[CH:29][CH:28]=1.CCN(CC)CC.CN(C(ON1N=NC2C=CC=NC1=2)=[N+](C)C)C.F[P-](F)(F)(F)(F)F. (3) Given the product [OH:24][C:23]1[C:22]([CH3:25])=[CH:21][C:18]([C:19]2[NH:6][C:4](=[O:5])[C:3]3[C:2](=[CH:10][C:9]([O:11][CH3:12])=[CH:8][C:7]=3[O:13][CH3:14])[N:1]=2)=[CH:17][C:16]=1[CH3:15], predict the reactants needed to synthesize it. The reactants are: [NH2:1][C:2]1[CH:10]=[C:9]([O:11][CH3:12])[CH:8]=[C:7]([O:13][CH3:14])[C:3]=1[C:4]([NH2:6])=[O:5].[CH3:15][C:16]1[CH:17]=[C:18]([CH:21]=[C:22]([CH3:25])[C:23]=1[OH:24])[CH:19]=O.C([O-])([O-])=O.[K+].[K+].II. (4) Given the product [C:10]1([S:16]([O:9][C:3]2[C:2](=[O:1])[CH:8]=[CH:7][CH:6]=[CH:5][CH:4]=2)(=[O:18])=[O:17])[CH:15]=[CH:14][CH:13]=[CH:12][CH:11]=1, predict the reactants needed to synthesize it. The reactants are: [OH:1][C:2]1[C:3](=[O:9])[CH:4]=[CH:5][CH:6]=[CH:7][CH:8]=1.[C:10]1([S:16](Cl)(=[O:18])=[O:17])[CH:15]=[CH:14][CH:13]=[CH:12][CH:11]=1.